From a dataset of Full USPTO retrosynthesis dataset with 1.9M reactions from patents (1976-2016). Predict the reactants needed to synthesize the given product. (1) Given the product [F:1][C:2]1[CH:7]=[CH:6][C:5]([CH2:12][CH2:11][CH2:10][CH:9]=[O:13])=[CH:4][CH:3]=1, predict the reactants needed to synthesize it. The reactants are: [F:1][C:2]1[CH:7]=[CH:6][C:5](I)=[CH:4][CH:3]=1.[CH2:9]([OH:13])[CH2:10][CH:11]=[CH2:12].C(=O)(O)[O-].[Na+]. (2) Given the product [CH3:13][NH:14][C:15]([N:17]1[C:25]2[C:20](=[CH:21][C:22]([O:26][C:27]3[CH:32]=[CH:31][N:30]=[C:29]([NH:33][C:34]([N:1]4[CH2:6][CH2:5][CH:4]([CH2:7][CH2:8][CH2:9][C:10](=[O:11])[NH2:12])[CH2:3][CH2:2]4)=[O:35])[CH:28]=3)=[CH:23][CH:24]=2)[CH:19]=[CH:18]1)=[O:16], predict the reactants needed to synthesize it. The reactants are: [NH:1]1[CH2:6][CH2:5][CH:4]([CH2:7][CH2:8][CH2:9][C:10]([NH2:12])=[O:11])[CH2:3][CH2:2]1.[CH3:13][NH:14][C:15]([N:17]1[C:25]2[C:20](=[CH:21][C:22]([O:26][C:27]3[CH:32]=[CH:31][N:30]=[C:29]([N:33](C(OC4C=CC=CC=4)=O)[C:34](=O)[O:35]C4C=CC=CC=4)[CH:28]=3)=[CH:23][CH:24]=2)[CH:19]=[CH:18]1)=[O:16]. (3) Given the product [F:37][C:36]([F:39])([F:38])[S:33]([O:16][C:13]1[CH:14]=[CH:15][C:9]2[S:8][C:7]([NH:6][C:4]([NH:3][CH2:1][CH3:2])=[O:5])=[N:11][C:10]=2[CH:12]=1)(=[O:35])=[O:34], predict the reactants needed to synthesize it. The reactants are: [CH2:1]([NH:3][C:4]([NH:6][C:7]1[S:8][C:9]2[CH:15]=[CH:14][C:13]([OH:16])=[CH:12][C:10]=2[N:11]=1)=[O:5])[CH3:2].CCN(C(C)C)C(C)C.C1C=CC(N([S:33]([C:36]([F:39])([F:38])[F:37])(=[O:35])=[O:34])[S:33]([C:36]([F:39])([F:38])[F:37])(=[O:35])=[O:34])=CC=1.